Dataset: Reaction yield outcomes from USPTO patents with 853,638 reactions. Task: Predict the reaction yield, written as a fraction of the theoretical maximum amount of product (1.0 means a 100% yield; for example, 0.34 means a 34% yield). (1) The reactants are [Br:1][C:2]1[C:7]([C:8]([NH2:10])=O)=[CH:6][C:5]([C:11]([F:14])([F:13])[F:12])=[N:4][CH:3]=1.[OH-].[Na+]. The catalyst is P(Cl)(Cl)(Cl)=O. The product is [Br:1][C:2]1[C:7]([C:8]#[N:10])=[CH:6][C:5]([C:11]([F:13])([F:12])[F:14])=[N:4][CH:3]=1. The yield is 0.940. (2) The reactants are [ClH:1].[C:2]([O:5][C@H:6]1[C@H:10]([O:11][C:12](=[O:14])[CH3:13])[C@H:9]([C:15]2[CH:20]=[CH:19][C:18]([NH:21]C(OC(C)(C)C)=O)=[CH:17][CH:16]=2)[N:8]([C:29]2[CH:34]=[CH:33][C:32]([F:35])=[CH:31][CH:30]=2)[C@H:7]1[C:36]1[CH:41]=[CH:40][C:39]([NH:42]C(OC(C)(C)C)=O)=[CH:38][CH:37]=1)(=[O:4])[CH3:3].CCOCC. The catalyst is O1CCOCC1. The product is [ClH:1].[ClH:1].[C:12]([O:11][C@H:10]1[C@H:6]([O:5][C:2](=[O:4])[CH3:3])[C@H:7]([C:36]2[CH:37]=[CH:38][C:39]([NH2:42])=[CH:40][CH:41]=2)[N:8]([C:29]2[CH:34]=[CH:33][C:32]([F:35])=[CH:31][CH:30]=2)[C@H:9]1[C:15]1[CH:16]=[CH:17][C:18]([NH2:21])=[CH:19][CH:20]=1)(=[O:14])[CH3:13]. The yield is 0.840. (3) The reactants are [N:1]([CH2:4][C:5]1[C:6]([C:27]2[CH:32]=[CH:31][CH:30]=[CH:29][CH:28]=2)=[N:7][C:8]2[C:13]([C:14]=1[C:15]([NH:17][C@H:18]([C:21]1[CH:26]=[CH:25][CH:24]=[CH:23][CH:22]=1)[CH2:19][CH3:20])=[O:16])=[CH:12][CH:11]=[CH:10][CH:9]=2)=[N+]=[N-].Cl. The catalyst is C(O)C.[Pd]. The product is [NH2:1][CH2:4][C:5]1[C:6]([C:27]2[CH:28]=[CH:29][CH:30]=[CH:31][CH:32]=2)=[N:7][C:8]2[C:13]([C:14]=1[C:15]([NH:17][C@H:18]([C:21]1[CH:22]=[CH:23][CH:24]=[CH:25][CH:26]=1)[CH2:19][CH3:20])=[O:16])=[CH:12][CH:11]=[CH:10][CH:9]=2. The yield is 0.920. (4) The yield is 0.870. The reactants are CC(C)[C@@H](N1CC2C(=CC=C(C3C=CC(NC(NC4C=CC=C(C(F)(F)F)C=4)=O)=CC=3)C=2)C1=O)C(O)=O.[O:38]=[C:39]1[C:47]2[C:42](=[CH:43][C:44]([C:48]3[CH:53]=[CH:52][C:51]([NH:54][C:55]([NH:57][C:58]4[CH:63]=[CH:62][CH:61]=[C:60]([C:64]([F:67])([F:66])[F:65])[CH:59]=4)=[O:56])=[CH:50][CH:49]=3)=[CH:45][CH:46]=2)[CH2:41][N:40]1[C@@H:68]([CH2:73][C:74]1[CH:79]=[CH:78][CH:77]=[CH:76][CH:75]=1)[C:69]([O:71]C)=[O:70]. The product is [O:38]=[C:39]1[C:47]2[C:42](=[CH:43][C:44]([C:48]3[CH:53]=[CH:52][C:51]([NH:54][C:55]([NH:57][C:58]4[CH:63]=[CH:62][CH:61]=[C:60]([C:64]([F:66])([F:65])[F:67])[CH:59]=4)=[O:56])=[CH:50][CH:49]=3)=[CH:45][CH:46]=2)[CH2:41][N:40]1[C@@H:68]([CH2:73][C:74]1[CH:75]=[CH:76][CH:77]=[CH:78][CH:79]=1)[C:69]([OH:71])=[O:70]. No catalyst specified. (5) The reactants are O=P12OP3(OP(OP(O3)(O1)=O)(=O)O2)=O.CS(O)(=O)=O.[Cl:20][C:21]1[CH:26]=[C:25]([CH3:27])[CH:24]=[CH:23][C:22]=1[C:28]1[C:29]([C:34]([OH:36])=O)=[CH:30][CH:31]=[CH:32][CH:33]=1. The catalyst is O. The product is [Cl:20][C:21]1[C:22]2[C:28]3[C:29](=[CH:30][CH:31]=[CH:32][CH:33]=3)[C:34](=[O:36])[C:23]=2[CH:24]=[C:25]([CH3:27])[CH:26]=1. The yield is 0.990. (6) The reactants are [Cl:1][C:2]1[CH:3]=[CH:4][C:5]([OH:11])=[C:6]([CH:10]=1)[C:7]([OH:9])=O.ClC1C=CC(COC2C=CC(F)=CC=2F)=C(C=1)C([NH:20][C@H:21]([C:23]1[CH:32]=[CH:31][C:26]([C:27]([O:29][CH3:30])=[O:28])=[CH:25][CH:24]=1)[CH3:22])=O.Cl.CN(C)CCCN=C=NCC.O.ON1C2C=CC=CC=2N=N1.C(N(CC)CC)C.C(=O)(O)[O-].[Na+]. The catalyst is ClCCl. The product is [Cl:1][C:2]1[CH:3]=[CH:4][C:5]([OH:11])=[C:6]([CH:10]=1)[C:7]([NH:20][C@H:21]([C:23]1[CH:32]=[CH:31][C:26]([C:27]([O:29][CH3:30])=[O:28])=[CH:25][CH:24]=1)[CH3:22])=[O:9]. The yield is 0.760.